From a dataset of Forward reaction prediction with 1.9M reactions from USPTO patents (1976-2016). Predict the product of the given reaction. (1) Given the reactants [Cl:1][C:2]1[CH:7]=[CH:6][CH:5]=[CH:4][C:3]=1[C@H:8]([O:10][C:11](=[O:26])[NH:12][C:13]1[N:14]([C:19]2[CH:24]=[CH:23][C:22](Br)=[CH:21][CH:20]=2)[N:15]=[CH:16][C:17]=1[F:18])[CH3:9].OB(O)[C:29]1[CH:34]=[CH:33][C:32]([C:35]2([C:38]([OH:40])=[O:39])[CH2:37][CH2:36]2)=[CH:31][C:30]=1[F:41], predict the reaction product. The product is: [Cl:1][C:2]1[CH:7]=[CH:6][CH:5]=[CH:4][C:3]=1[C@H:8]([O:10][C:11]([NH:12][C:13]1[N:14]([C:19]2[CH:24]=[CH:23][C:22]([C:29]3[CH:34]=[CH:33][C:32]([C:35]4([C:38]([OH:40])=[O:39])[CH2:37][CH2:36]4)=[CH:31][C:30]=3[F:41])=[CH:21][CH:20]=2)[N:15]=[CH:16][C:17]=1[F:18])=[O:26])[CH3:9]. (2) The product is: [NH2:40][C:15]1[N:16]=[CH:17][N:18]=[C:19]2[C:14]=1[N:13]=[C:12]([S:11][C:3]1[C:2]([I:1])=[CH:10][C:6]3[O:7][CH2:8][O:9][C:5]=3[CH:4]=1)[N:20]2[CH2:31][CH2:30][S:27]([NH:26][C:22]([CH3:25])([CH3:24])[CH3:23])(=[O:29])=[O:28]. Given the reactants [I:1][C:2]1[C:3]([S:11][C:12]2[N:20]=[C:19]3[C:15]([N:16]=[CH:17][NH:18]3)=[C:14](N)[N:13]=2)=[CH:4][C:5]2[O:9][CH2:8][O:7][C:6]=2[CH:10]=1.[C:22]([NH:26][S:27]([CH2:30][CH2:31]Cl)(=[O:29])=[O:28])([CH3:25])([CH3:24])[CH3:23].C([O-])([O-])=O.[Cs+].[Cs+].C[N:40](C=O)C, predict the reaction product. (3) Given the reactants Cl[C:2]1[CH:7]=[CH:6][C:5]([N+:8]([O-:10])=[O:9])=[CH:4][N:3]=1.[F:11][C:12]1[CH:17]=[CH:16][CH:15]=[CH:14][C:13]=1[OH:18], predict the reaction product. The product is: [F:11][C:12]1[CH:17]=[CH:16][CH:15]=[CH:14][C:13]=1[O:18][C:2]1[CH:7]=[CH:6][C:5]([N+:8]([O-:10])=[O:9])=[CH:4][N:3]=1.